Task: Regression. Given a peptide amino acid sequence and an MHC pseudo amino acid sequence, predict their binding affinity value. This is MHC class II binding data.. Dataset: Peptide-MHC class II binding affinity with 134,281 pairs from IEDB (1) The peptide sequence is KNIPQPVRALLEGFL. The MHC is DRB1_0901 with pseudo-sequence DRB1_0901. The binding affinity (normalized) is 0.356. (2) The peptide sequence is NGKLTVDQEDIMING. The MHC is DRB1_0101 with pseudo-sequence DRB1_0101. The binding affinity (normalized) is 0.331.